From a dataset of Forward reaction prediction with 1.9M reactions from USPTO patents (1976-2016). Predict the product of the given reaction. (1) Given the reactants [Cl:1][C:2]1[CH:10]=[CH:9][CH:8]=[C:7]2[C:3]=1[CH:4]=[C:5]([C:11]([OH:13])=O)[NH:6]2.C[O:15][C:16](=[O:35])[CH2:17][CH2:18][C:19]1[CH:24]=[CH:23][C:22]([O:25][C:26]2[CH:31]=[CH:30][CH:29]=[C:28]([CH2:32][NH2:33])[CH:27]=2)=[CH:21][C:20]=1[CH3:34], predict the reaction product. The product is: [Cl:1][C:2]1[CH:10]=[CH:9][CH:8]=[C:7]2[C:3]=1[CH:4]=[C:5]([C:11]([NH:33][CH2:32][C:28]1[CH:27]=[C:26]([CH:31]=[CH:30][CH:29]=1)[O:25][C:22]1[CH:23]=[CH:24][C:19]([CH2:18][CH2:17][C:16]([OH:35])=[O:15])=[C:20]([CH3:34])[CH:21]=1)=[O:13])[NH:6]2. (2) The product is: [C:15]([C:1]12[N:7]([C:8]([O:10][C:11]([CH3:12])([CH3:14])[CH3:13])=[O:9])[CH:4]([CH2:5][CH2:6]1)[CH2:3][CH2:2]2)(=[O:16])[C:19]1[CH:24]=[CH:23][CH:22]=[CH:21][CH:20]=1. Given the reactants [C:1]12([C:15](OC)=[O:16])[N:7]([C:8]([O:10][C:11]([CH3:14])([CH3:13])[CH3:12])=[O:9])[CH:4]([CH2:5][CH2:6]1)[CH2:3][CH2:2]2.[C:19]1([Li])[CH:24]=[CH:23][CH:22]=[CH:21][CH:20]=1, predict the reaction product. (3) Given the reactants [Br:1][C:2]1[CH:7]=[CH:6][C:5](/[CH:8]=[CH:9]/[C:10]2[NH:11][CH:12]=[C:13]([C:15]3[CH:20]=[CH:19][C:18]([Cl:21])=[CH:17][C:16]=3[Cl:22])[N:14]=2)=[CH:4][CH:3]=1.[CH3:23][O:24][C:25]([C:27]1[CH:32]=[CH:31][C:30]([CH2:33]Br)=[CH:29][CH:28]=1)=[O:26], predict the reaction product. The product is: [CH3:23][O:24][C:25](=[O:26])[C:27]1[CH:32]=[CH:31][C:30]([CH2:33][N:11]2[CH:12]=[C:13]([C:15]3[CH:20]=[CH:19][C:18]([Cl:21])=[CH:17][C:16]=3[Cl:22])[N:14]=[C:10]2/[CH:9]=[CH:8]/[C:5]2[CH:6]=[CH:7][C:2]([Br:1])=[CH:3][CH:4]=2)=[CH:29][CH:28]=1.